Dataset: Reaction yield outcomes from USPTO patents with 853,638 reactions. Task: Predict the reaction yield, written as a fraction of the theoretical maximum amount of product (1.0 means a 100% yield; for example, 0.34 means a 34% yield). (1) The reactants are Cl[C:2]1[N:7]=[CH:6][N:5]=[C:4]([O:8][C:9]2[CH:14]=[CH:13][CH:12]=[CH:11][C:10]=2/[C:15](=[CH:20]\[O:21][CH3:22])/[C:16]([O:18][CH3:19])=[O:17])[CH:3]=1.[C:23](=[O:26])([O-])[O-].[K+].[K+].C1N2[CH2:35][CH2:36][N:31](CC2)C1. The catalyst is CN(C=O)C. The product is [C:36]([C:35]1[CH:11]=[CH:10][CH:9]=[CH:14][C:23]=1[O:26][C:2]1[N:7]=[CH:6][N:5]=[C:4]([O:8][C:9]2[CH:14]=[CH:13][CH:12]=[CH:11][C:10]=2/[C:15](=[CH:20]\[O:21][CH3:22])/[C:16]([O:18][CH3:19])=[O:17])[CH:3]=1)#[N:31]. The yield is 0.832. (2) The reactants are [C:1](Cl)(=O)[C:2]([Cl:4])=[O:3].[F:7][C:8]1[C:16]([C:17]([F:20])([F:19])[F:18])=[CH:15][CH:14]=[CH:13]C=1C(O)=O.CN(C=O)C. The catalyst is C(Cl)Cl. The product is [F:7][C:8]1[C:16]([C:17]([F:20])([F:19])[F:18])=[CH:15][CH:14]=[CH:13][C:1]=1[C:2]([Cl:4])=[O:3]. The yield is 0.990. (3) The reactants are [C:1]([Si:5]([CH3:63])([CH3:62])[O:6][C@H:7]1[C@@H:11]([O:12][Si:13]([C:16]([CH3:19])([CH3:18])[CH3:17])([CH3:15])[CH3:14])[C@H:10]([N:20]2[CH:25]=[CH:24][C:23](=[O:26])[N:22]([CH2:27][C:28]3[CH:33]=[CH:32][C:31]([O:34][CH3:35])=[CH:30][CH:29]=3)[C:21]2=[O:36])[O:9][C@@H:8]1[C@H:37]([OH:61])[C@H:38]([N:46](CC1C=CC=CC=1)CC1C=CC=CC=1)[C:39]([O:41][C:42]([CH3:45])([CH3:44])[CH3:43])=[O:40])([CH3:4])([CH3:3])[CH3:2]. The catalyst is [Pd].CO. The product is [NH2:46][C@@H:38]([C@H:37]([C@@H:8]1[C@@H:7]([O:6][Si:5]([C:1]([CH3:2])([CH3:3])[CH3:4])([CH3:63])[CH3:62])[C@@H:11]([O:12][Si:13]([C:16]([CH3:19])([CH3:18])[CH3:17])([CH3:14])[CH3:15])[C@H:10]([N:20]2[CH:25]=[CH:24][C:23](=[O:26])[N:22]([CH2:27][C:28]3[CH:33]=[CH:32][C:31]([O:34][CH3:35])=[CH:30][CH:29]=3)[C:21]2=[O:36])[O:9]1)[OH:61])[C:39]([O:41][C:42]([CH3:44])([CH3:43])[CH3:45])=[O:40]. The yield is 0.250. (4) The catalyst is C1COCC1. The product is [CH2:36]([N:9]([CH2:10][CH2:11][CH2:12][CH2:13][O:14][C:15]1[CH:35]=[CH:34][C:18]2[C:19]([C:22]3[CH:23]=[CH:24][C:25]([N:28]4[CH2:33][CH2:32][CH2:31][CH2:30][CH2:29]4)=[CH:26][CH:27]=3)=[N:20][S:21][C:17]=2[CH:16]=1)[CH2:8][CH2:7][OH:6])[CH3:37]. The yield is 0.830. The reactants are C([Si](C)(C)[O:6][CH2:7][CH2:8][N:9]([CH2:36][CH3:37])[CH2:10][CH2:11][CH2:12][CH2:13][O:14][C:15]1[CH:35]=[CH:34][C:18]2[C:19]([C:22]3[CH:27]=[CH:26][C:25]([N:28]4[CH2:33][CH2:32][CH2:31][CH2:30][CH2:29]4)=[CH:24][CH:23]=3)=[N:20][S:21][C:17]=2[CH:16]=1)(C)(C)C.CCCC[N+](CCCC)(CCCC)CCCC.[F-].